Dataset: Reaction yield outcomes from USPTO patents with 853,638 reactions. Task: Predict the reaction yield, written as a fraction of the theoretical maximum amount of product (1.0 means a 100% yield; for example, 0.34 means a 34% yield). (1) The reactants are [OH:1][C:2]1[CH:7]=[C:6]([O:8][CH2:9][CH2:10][O:11][CH3:12])[CH:5]=[CH:4][C:3]=1[CH2:13][CH2:14][C:15]([O:17][CH2:18][CH3:19])=[O:16].C(=O)([O-])[O-].[K+].[K+].[CH2:26](Br)[C:27]1[CH:32]=[CH:31][CH:30]=[CH:29][CH:28]=1.[Cl-].[NH4+]. The catalyst is CN(C)C=O.C(OCC)(=O)C. The yield is 0.960. The product is [CH2:26]([O:1][C:2]1[CH:7]=[C:6]([O:8][CH2:9][CH2:10][O:11][CH3:12])[CH:5]=[CH:4][C:3]=1[CH2:13][CH2:14][C:15]([O:17][CH2:18][CH3:19])=[O:16])[C:27]1[CH:32]=[CH:31][CH:30]=[CH:29][CH:28]=1. (2) The yield is 1.00. The reactants are [Cl-].[NH4+].[Cl:3][C:4]1[CH:9]=[CH:8][C:7]([CH:10]([NH:23][C:24](=[O:30])[O:25][C:26]([CH3:29])([CH3:28])[CH3:27])[CH2:11][CH2:12][NH:13][C:14](OC2C=CC=CC=2)=[O:15])=[CH:6][CH:5]=1.C([N:33](CC)CC)C. The catalyst is CN(C=O)C. The product is [Cl:3][C:4]1[CH:9]=[CH:8][C:7]([CH:10]([NH:23][C:24](=[O:30])[O:25][C:26]([CH3:29])([CH3:28])[CH3:27])[CH2:11][CH2:12][NH:13][C:14]([NH2:33])=[O:15])=[CH:6][CH:5]=1. (3) The reactants are [CH3:1][N:2]([C:11]1[CH:12]=[CH:13][CH:14]=[C:15]2[C:19]=1[NH:18][C:17]([C:20]1[S:21][C:22]3([CH2:29][CH2:28][NH:27][CH2:26][CH2:25]3)[CH2:23][N:24]=1)=[CH:16]2)[S:3]([C:6]1[S:7][CH:8]=[CH:9][CH:10]=1)(=[O:5])=[O:4].[CH:30](=O)[CH3:31].C(O[BH-](OC(=O)C)OC(=O)C)(=O)C.[Na+].O. The catalyst is O1CCCC1. The product is [CH2:30]([N:27]1[CH2:28][CH2:29][C:22]2([S:21][C:20]([C:17]3[NH:18][C:19]4[C:15]([CH:16]=3)=[CH:14][CH:13]=[CH:12][C:11]=4[N:2]([CH3:1])[S:3]([C:6]3[S:7][CH:8]=[CH:9][CH:10]=3)(=[O:4])=[O:5])=[N:24][CH2:23]2)[CH2:25][CH2:26]1)[CH3:31]. The yield is 0.800. (4) The reactants are I[C:2]1[C:10]2[O:9][C:8](=[O:11])[N:7]([CH2:12][O:13][CH2:14][CH2:15][Si:16]([CH3:19])([CH3:18])[CH3:17])[C:6]=2[CH:5]=[C:4]([N+:20]([O-:22])=[O:21])[CH:3]=1.[C:23]([C:25]1[CH:26]=[C:27]([NH:31][C:32](=[O:38])[O:33][C:34]([CH3:37])([CH3:36])[CH3:35])[CH:28]=[CH:29][CH:30]=1)#[CH:24]. No catalyst specified. The product is [N+:20]([C:4]1[CH:3]=[C:2]([C:24]#[C:23][C:25]2[CH:26]=[C:27]([NH:31][C:32](=[O:38])[O:33][C:34]([CH3:36])([CH3:35])[CH3:37])[CH:28]=[CH:29][CH:30]=2)[C:10]2[O:9][C:8](=[O:11])[N:7]([CH2:12][O:13][CH2:14][CH2:15][Si:16]([CH3:19])([CH3:18])[CH3:17])[C:6]=2[CH:5]=1)([O-:22])=[O:21]. The yield is 1.00. (5) The reactants are C[C:2]1([CH3:15])[O:6][C@H:5]([C@H:7](O)[CH2:8]O)[C@@H:4]([C@H:11](O)[CH2:12]O)O1.[C:16]([OH:19])(=O)[CH3:17].[C:20]([OH:23])(=O)[CH3:21].I[C:25]1[CH:30]=[CH:29]C=[CH:27][CH:26]=1.C([O-])(O)=O.[Na+].[C:36]([C:40]1[CH:46]=[CH:45][C:43]([NH2:44])=[CH:42][CH:41]=1)([CH3:39])([CH3:38])[CH3:37].[CH2:47]([O:54][C:55]1[CH:60]=[CH:59][C:58](B(O)O)=[CH:57][CH:56]=1)[C:48]1[CH:53]=[CH:52][CH:51]=[CH:50][CH:49]=1.FC(F)(F)C(O)C(F)(F)F. The catalyst is CO.ClCCl. The product is [CH2:47]([O:54][C:55]1[CH:60]=[CH:59][C:58]([C@H:17]2[C@@H:16]([OH:19])[C@H:20]([OH:23])[C@H:21]([C:12]3[CH:11]=[CH:4][C:5]([O:6][CH2:2][C:15]4[CH:29]=[CH:30][CH:25]=[CH:26][CH:27]=4)=[CH:7][CH:8]=3)[N:44]2[C:43]2[CH:42]=[CH:41][C:40]([C:36]([CH3:39])([CH3:37])[CH3:38])=[CH:46][CH:45]=2)=[CH:57][CH:56]=1)[C:48]1[CH:53]=[CH:52][CH:51]=[CH:50][CH:49]=1. The yield is 0.460. (6) The reactants are [CH:1]1([CH:7]([OH:24])[C:8]23[C:14](=[O:15])[O:13][C:12]2([CH3:16])[CH:11]([CH2:17][CH2:18][CH2:19][CH2:20][CH2:21][CH3:22])[C:10](=[O:23])[NH:9]3)[CH2:6][CH2:5][CH2:4][CH:3]=[CH:2]1.[H][H]. The catalyst is ClCCl.[Pd]. The product is [CH:1]1([CH:7]([OH:24])[C:8]23[C:14](=[O:15])[O:13][C:12]2([CH3:16])[CH:11]([CH2:17][CH2:18][CH2:19][CH2:20][CH2:21][CH3:22])[C:10](=[O:23])[NH:9]3)[CH2:2][CH2:3][CH2:4][CH2:5][CH2:6]1. The yield is 0.500. (7) The reactants are [CH2:1]([O:8][NH:9][C@H:10]1[CH2:15][N:14]([C:16]([O:18][C:19]([CH3:22])([CH3:21])[CH3:20])=[O:17])[C@H:13]([C:23]([OH:25])=[O:24])[CH2:12][CH2:11]1)[C:2]1[CH:7]=[CH:6][CH:5]=[CH:4][CH:3]=1.[Cl:26][C:27]1[CH:32]=[C:31]([Cl:33])[CH:30]=[C:29]([Cl:34])[C:28]=1O.Cl.C(N=C=NCCCN(C)C)C. The catalyst is ClCCl.CN(C)C1C=CN=CC=1.C(OCC)(=O)C. The product is [CH2:1]([O:8][NH:9][C@H:10]1[CH2:15][N:14]([C:16]([O:18][C:19]([CH3:21])([CH3:22])[CH3:20])=[O:17])[C@H:13]([C:23]([O:25][C:28]2[C:27]([Cl:26])=[CH:32][C:31]([Cl:33])=[CH:30][C:29]=2[Cl:34])=[O:24])[CH2:12][CH2:11]1)[C:2]1[CH:3]=[CH:4][CH:5]=[CH:6][CH:7]=1. The yield is 0.880. (8) The yield is 0.870. The reactants are [NH2:1][C:2]1[CH:7]=[CH:6][C:5]([N+:8]([O-:10])=[O:9])=[CH:4][C:3]=1[SH:11].C(N(CC)CC)C.Cl[CH2:20][C:21](=O)[CH2:22][C:23]([O:25][CH2:26][CH3:27])=[O:24]. The catalyst is O1CCCC1. The product is [CH2:26]([O:25][C:23](=[O:24])[CH2:22][C:21]1[NH:1][C:2]2[CH:7]=[CH:6][C:5]([N+:8]([O-:10])=[O:9])=[CH:4][C:3]=2[S:11][CH:20]=1)[CH3:27]. (9) The product is [CH2:12]([CH:11]1[C:19]([OH:21])=[CH:22][C:23](=[O:24])[N:10]1[C:4]1[CH:5]=[CH:6][C:7]([C:8]#[N:9])=[C:2]([Cl:1])[CH:3]=1)[C:13]1[CH:14]=[CH:15][CH:16]=[CH:17][CH:18]=1. The catalyst is CN(C1C=CN=CC=1)C.O1CCCC1. The reactants are [Cl:1][C:2]1[CH:3]=[C:4]([NH:10][C@H:11]([C:19]([OH:21])=O)[CH2:12][C:13]2[CH:18]=[CH:17][CH:16]=[CH:15][CH:14]=2)[CH:5]=[CH:6][C:7]=1[C:8]#[N:9].[CH3:22][C:23]1(C)OC(=O)CC(=O)[O:24]1.S([O-])(O)(=O)=O.[K+]. The yield is 0.650. (10) The reactants are [Br:1][C:2]1[C:7]([C:8]([F:11])([F:10])[F:9])=[CH:6][CH:5]=[CH:4][C:3]=1[C:12](=[O:14])[CH3:13].[Se](=O)=O.FC(F)(F)S([O-])(=O)=O.[Yb+3].FC(F)(F)S([O-])(=O)=O.FC(F)(F)S([O-])(=O)=[O:38].[O:43]1CCOC[CH2:44]1. The catalyst is O. The product is [Br:1][C:2]1[C:7]([C:8]([F:10])([F:11])[F:9])=[CH:6][CH:5]=[CH:4][C:3]=1[CH:12]([OH:14])[C:13]([O:43][CH3:44])=[O:38]. The yield is 0.420.